This data is from Full USPTO retrosynthesis dataset with 1.9M reactions from patents (1976-2016). The task is: Predict the reactants needed to synthesize the given product. (1) Given the product [CH2:1]([O:8][C:9]1[CH:10]=[CH:11][C:12]2[O:16][C:15]([CH:17]([NH:21][C:22]3[CH:23]=[CH:24][C:25]([C:28]([NH:30][CH2:31][CH2:32][C:33]([OH:35])=[O:34])=[O:29])=[CH:26][CH:27]=3)[CH:18]([CH3:20])[CH3:19])=[C:14]([CH3:38])[C:13]=2[CH:39]=1)[C:2]1[CH:3]=[CH:4][CH:5]=[CH:6][CH:7]=1, predict the reactants needed to synthesize it. The reactants are: [CH2:1]([O:8][C:9]1[CH:10]=[CH:11][C:12]2[O:16][C:15]([CH:17]([NH:21][C:22]3[CH:27]=[CH:26][C:25]([C:28]([NH:30][CH2:31][CH2:32][C:33]([O:35]CC)=[O:34])=[O:29])=[CH:24][CH:23]=3)[CH:18]([CH3:20])[CH3:19])=[C:14]([CH3:38])[C:13]=2[CH:39]=1)[C:2]1[CH:7]=[CH:6][CH:5]=[CH:4][CH:3]=1.[OH-].[Na+]. (2) The reactants are: [F:1][C:2]1[CH:7]=[CH:6][C:5]([O:8][C:9](=[O:33])[N:10]([C@@H:12]2[C@@H:16]([C:17]3[CH:22]=[CH:21][C:20]([Cl:23])=[C:19]([Cl:24])[CH:18]=3)[CH2:15][N:14]([C:25]([CH:27]3[CH2:32][CH2:31][NH:30][CH2:29][CH2:28]3)=[O:26])[CH2:13]2)[CH3:11])=[CH:4][CH:3]=1.[O:34]1[CH2:39][CH2:38][CH:37]([C:40](Cl)=[O:41])[CH2:36][CH2:35]1. Given the product [F:1][C:2]1[CH:7]=[CH:6][C:5]([O:8][C:9](=[O:33])[N:10]([C@@H:12]2[C@@H:16]([C:17]3[CH:22]=[CH:21][C:20]([Cl:23])=[C:19]([Cl:24])[CH:18]=3)[CH2:15][N:14]([C:25]([CH:27]3[CH2:32][CH2:31][N:30]([C:40]([CH:37]4[CH2:38][CH2:39][O:34][CH2:35][CH2:36]4)=[O:41])[CH2:29][CH2:28]3)=[O:26])[CH2:13]2)[CH3:11])=[CH:4][CH:3]=1, predict the reactants needed to synthesize it. (3) Given the product [CH2:49]([C:25]1[CH:24]=[C:23]([CH2:8][CH2:7][C:6]2[CH:5]=[CH:12][C:11]([CH2:37][C:36]([OH:45])=[O:35])=[CH:10][CH:9]=2)[CH:22]=[C:21]2[C:20]=1[O:19][C:16]([CH3:59])([CH3:17])[CH2:28][C:27]2([CH3:30])[CH3:29])[CH3:50], predict the reactants needed to synthesize it. The reactants are: C12([CH:8]=[CH:7][C:6]3[CH:9]=[C:10](C(O)=O)[CH:11]=[CH:12][C:5]=3O1)CC2.[C:16]([O:19][C:20]1[CH:25]=[CH:24][C:23](O)=[CH:22][C:21]=1[C:27]([CH3:30])([CH3:29])[CH3:28])(=O)[CH3:17].C([O:35][C:36](=[O:45])[CH2:37]C1C=CC(O)=CC=1)(C)(C)C.Cl.CN(C)[CH2:49][CH2:50]CN=C=NCC.Cl[CH2:59]Cl.